Dataset: TCR-epitope binding with 47,182 pairs between 192 epitopes and 23,139 TCRs. Task: Binary Classification. Given a T-cell receptor sequence (or CDR3 region) and an epitope sequence, predict whether binding occurs between them. The epitope is YLQPRTFLL. The TCR CDR3 sequence is CASSQAGGYYEQYF. Result: 0 (the TCR does not bind to the epitope).